From a dataset of Forward reaction prediction with 1.9M reactions from USPTO patents (1976-2016). Predict the product of the given reaction. (1) Given the reactants [NH2:1][C:2]1[CH:15]=[CH:14][C:5]2[NH:6][C:7](=[O:13])[CH2:8][CH2:9][C:10]([CH3:12])([CH3:11])[C:4]=2[CH:3]=1.Cl[C:17]1[N:22]=[C:21]([NH:23][C:24]2[C:34]([F:35])=[CH:33][CH:32]=[CH:31][C:25]=2[C:26]([NH:28][CH2:29][CH3:30])=[O:27])[C:20]([Cl:36])=[CH:19][N:18]=1, predict the reaction product. The product is: [Cl:36][C:20]1[C:21]([NH:23][C:24]2[C:34]([F:35])=[CH:33][CH:32]=[CH:31][C:25]=2[C:26]([NH:28][CH2:29][CH3:30])=[O:27])=[N:22][C:17]([NH:1][C:2]2[CH:15]=[CH:14][C:5]3[NH:6][C:7](=[O:13])[CH2:8][CH2:9][C:10]([CH3:12])([CH3:11])[C:4]=3[CH:3]=2)=[N:18][CH:19]=1. (2) The product is: [C:75]([O:79][C:80](=[O:86])[C@H:81]1[CH2:85][CH2:84][CH2:83][N:82]1[C:61](=[O:62])[CH2:60][CH:51]1[O:50][CH:49]([C:64]2[CH:69]=[CH:68][CH:67]=[C:66]([O:70][CH3:71])[C:65]=2[O:72][CH3:73])[C:48]2[CH:74]=[C:44]([Cl:43])[CH:45]=[CH:46][C:47]=2[N:53]2[C:54]([CH:57]([CH3:58])[CH3:59])=[N:55][N:56]=[C:52]12)([CH3:78])([CH3:76])[CH3:77]. Given the reactants C1CN([P+](ON2N=NC3C=CC=CC2=3)(N2CCCC2)N2CCCC2)CC1.F[P-](F)(F)(F)(F)F.C(N(CC)C(C)C)(C)C.[Cl:43][C:44]1[CH:45]=[CH:46][C:47]2[N:53]3[C:54]([CH:57]([CH3:59])[CH3:58])=[N:55][N:56]=[C:52]3[CH:51]([CH2:60][C:61](O)=[O:62])[O:50][CH:49]([C:64]3[CH:69]=[CH:68][CH:67]=[C:66]([O:70][CH3:71])[C:65]=3[O:72][CH3:73])[C:48]=2[CH:74]=1.[C:75]([O:79][C:80](=[O:86])[C@H:81]1[CH2:85][CH2:84][CH2:83][NH:82]1)([CH3:78])([CH3:77])[CH3:76], predict the reaction product. (3) Given the reactants [CH2:1](/[N:5]=[CH:6]/[C:7]1[C:12](F)=[CH:11][CH:10]=[CH:9][C:8]=1[Cl:14])[CH2:2][CH2:3][CH3:4].[CH3:15][Mg]Cl, predict the reaction product. The product is: [CH2:1](/[N:5]=[CH:6]/[C:7]1[C:12]([CH3:15])=[CH:11][CH:10]=[CH:9][C:8]=1[Cl:14])[CH2:2][CH2:3][CH3:4]. (4) Given the reactants [F:1][C:2]1[CH:10]=[CH:9][CH:8]=[C:7]([NH:11][C:12]2[C:13]3[CH:38]=[CH:37][N:36](S(C4C=CC(C)=CC=4)(=O)=O)[C:14]=3[N:15]=[C:16]([NH:18][C:19]3[CH:24]=[CH:23][C:22]([N:25]4[CH2:30][CH2:29][N:28]([CH:31]([CH3:33])[CH3:32])[CH2:27][CH2:26]4)=[CH:21][C:20]=3[O:34][CH3:35])[N:17]=2)[C:3]=1[C:4]([NH2:6])=[O:5].C([O-])([O-])=O.[K+].[K+], predict the reaction product. The product is: [F:1][C:2]1[CH:10]=[CH:9][CH:8]=[C:7]([NH:11][C:12]2[N:17]=[C:16]([NH:18][C:19]3[CH:24]=[CH:23][C:22]([N:25]4[CH2:26][CH2:27][N:28]([CH:31]([CH3:33])[CH3:32])[CH2:29][CH2:30]4)=[CH:21][C:20]=3[O:34][CH3:35])[NH:15][C:14]3=[N:36][CH:37]=[CH:38][C:13]=23)[C:3]=1[C:4]([NH2:6])=[O:5]. (5) The product is: [Cl:14][C:12]1[CH:11]=[CH:10][C:7]2[C:8]3[N:24]=[C:22]([CH2:21][C:19]#[N:20])[S:23][C:2]=3[C:3]3[CH:18]=[CH:17][CH:16]=[CH:15][C:4]=3[S:5][C:6]=2[CH:13]=1. Given the reactants Br[CH:2]1[C:8](=O)[C:7]2[CH:10]=[CH:11][C:12]([Cl:14])=[CH:13][C:6]=2[S:5][C:4]2[CH:15]=[CH:16][CH:17]=[CH:18][C:3]1=2.[C:19]([CH2:21][C:22]([NH2:24])=[S:23])#[N:20], predict the reaction product. (6) Given the reactants Cl[C:2]1[N:7]=[C:6]2[CH2:8][CH2:9][CH2:10][C:5]2=[C:4]([Cl:11])[CH:3]=1.[Cl:12][C:13]1[CH:18]=[CH:17][C:16](B(O)O)=[CH:15][CH:14]=1, predict the reaction product. The product is: [Cl:11][C:4]1[CH:3]=[C:2]([C:16]2[CH:17]=[CH:18][C:13]([Cl:12])=[CH:14][CH:15]=2)[N:7]=[C:6]2[CH2:8][CH2:9][CH2:10][C:5]=12. (7) Given the reactants Br[C:2]1[N:7]=[N:6][C:5]([NH2:8])=[N:4][C:3]=1[C:9]1[CH:14]=[CH:13][CH:12]=[CH:11][CH:10]=1.[Cl:15][C:16]1[CH:17]=[C:18](B(O)O)[CH:19]=[CH:20][C:21]=1[F:22], predict the reaction product. The product is: [Cl:15][C:16]1[CH:17]=[C:18]([C:2]2[N:7]=[N:6][C:5]([NH2:8])=[N:4][C:3]=2[C:9]2[CH:14]=[CH:13][CH:12]=[CH:11][CH:10]=2)[CH:19]=[CH:20][C:21]=1[F:22].